This data is from Forward reaction prediction with 1.9M reactions from USPTO patents (1976-2016). The task is: Predict the product of the given reaction. (1) Given the reactants Cl.[C@@H:2]12[NH:9][C@@H:6](C[CH2:8]1)[CH2:5][N:4]([CH2:10][C@@H:11]([C:13]1[C:14]([CH3:23])=[C:15]3[C:19](=[CH:20][CH:21]=1)[C:18](=[O:22])[O:17][CH2:16]3)[OH:12])[CH2:3]2.[N:24]1([C:29]2[CH:34]=[CH:33][C:32]([S:35](Cl)(=[O:37])=[O:36])=[CH:31][CH:30]=2)[CH:28]=[N:27][N:26]=[N:25]1, predict the reaction product. The product is: [OH:12][C@H:11]([C:13]1[C:14]([CH3:23])=[C:15]2[C:19](=[CH:20][CH:21]=1)[C:18](=[O:22])[O:17][CH2:16]2)[CH2:10][N:4]1[CH2:3][C@@H:2]2[CH2:8][C@H:5]1[CH2:6][N:9]2[S:35]([C:32]1[CH:33]=[CH:34][C:29]([N:24]2[CH:28]=[N:27][N:26]=[N:25]2)=[CH:30][CH:31]=1)(=[O:37])=[O:36]. (2) Given the reactants [Cl:1][C:2]1[CH:9]=[C:8](F)[CH:7]=[CH:6][C:3]=1[C:4]#[N:5].[SH:11][CH2:12][CH2:13][CH2:14][OH:15], predict the reaction product. The product is: [Cl:1][C:2]1[CH:9]=[C:8]([S:11][CH2:12][CH2:13][CH2:14][OH:15])[CH:7]=[CH:6][C:3]=1[C:4]#[N:5]. (3) Given the reactants [F:1][C:2]([F:39])([C:27]1[CH:32]=[CH:31][C:30]([C:33]#[C:34][CH2:35][CH2:36][CH2:37][OH:38])=[CH:29][CH:28]=1)[O:3][C:4]1[CH:25]=[CH:24][C:7]([O:8][C:9]([F:23])([F:22])[C:10]2[CH:15]=[CH:14][C:13]([C:16]#[C:17][CH2:18][CH2:19][CH2:20][OH:21])=[CH:12][CH:11]=2)=[CH:6][C:5]=1[CH3:26], predict the reaction product. The product is: [F:22][C:9]([F:23])([C:10]1[CH:15]=[CH:14][C:13]([CH2:16][CH2:17][CH2:18][CH2:19][CH2:20][OH:21])=[CH:12][CH:11]=1)[O:8][C:7]1[CH:24]=[CH:25][C:4]([O:3][C:2]([F:1])([F:39])[C:27]2[CH:28]=[CH:29][C:30]([CH2:33][CH2:34][CH2:35][CH2:36][CH2:37][OH:38])=[CH:31][CH:32]=2)=[C:5]([CH3:26])[CH:6]=1. (4) Given the reactants [F:1][C:2]([F:13])([F:12])[O:3][C:4]1[CH:9]=[CH:8][C:7]([CH2:10][NH2:11])=[CH:6][CH:5]=1.[CH3:14][O:15][C:16]1[CH:23]=[CH:22][CH:21]=[C:20]([O:24][CH3:25])[C:17]=1[CH:18]=O.[Na].[C:27]([O:37][CH2:38][CH3:39])(=[O:36])[CH2:28][C:29]([C:31](OCC)=[O:32])=[O:30], predict the reaction product. The product is: [CH3:14][O:15][C:16]1[CH:23]=[CH:22][CH:21]=[C:20]([O:24][CH3:25])[C:17]=1[CH:18]1[CH:28]([C:27]([O:37][CH2:38][CH3:39])=[O:36])[C:29](=[O:30])[C:31](=[O:32])[N:11]1[CH2:10][C:7]1[CH:6]=[CH:5][C:4]([O:3][C:2]([F:12])([F:13])[F:1])=[CH:9][CH:8]=1. (5) Given the reactants [CH2:1]([N:8]1[C:13]2[CH:14]=[C:15]([N+:18]([O-])=O)[CH:16]=[CH:17][C:12]=2[O:11][CH:10]([CH2:21][C:22]([O:24][CH3:25])=[O:23])[CH2:9]1)[C:2]1[CH:7]=[CH:6][CH:5]=[CH:4][CH:3]=1, predict the reaction product. The product is: [NH2:18][C:15]1[CH:16]=[CH:17][C:12]2[O:11][CH:10]([CH2:21][C:22]([O:24][CH3:25])=[O:23])[CH2:9][N:8]([CH2:1][C:2]3[CH:3]=[CH:4][CH:5]=[CH:6][CH:7]=3)[C:13]=2[CH:14]=1. (6) Given the reactants [CH2:1]([O:3][CH:4]([O:7][CH2:8][CH3:9])[C:5]#[CH:6])[CH3:2].C(NCC)C.[F:15][C:16]1[CH:21]=[CH:20][C:19](I)=[CH:18][CH:17]=1, predict the reaction product. The product is: [CH2:1]([O:3][CH:4]([O:7][CH2:8][CH3:9])[C:5]#[C:6][C:19]1[CH:20]=[CH:21][C:16]([F:15])=[CH:17][CH:18]=1)[CH3:2]. (7) Given the reactants Br[C:2]1[N:3]([C:17]([O:19][C:20]([CH3:23])([CH3:22])[CH3:21])=[O:18])[C:4]2[C:9]([C:10]=1[CH2:11][C:12]([O:14][CH2:15]C)=[O:13])=[CH:8][CH:7]=[CH:6][CH:5]=2.[CH2:24]([Sn](CCCC)(CCCC)CCCC)[CH:25]=[CH2:26], predict the reaction product. The product is: [CH2:26]([C:2]1[N:3]([C:17]([O:19][C:20]([CH3:21])([CH3:22])[CH3:23])=[O:18])[C:4]2[C:9]([C:10]=1[CH2:11][C:12]([O:14][CH3:15])=[O:13])=[CH:8][CH:7]=[CH:6][CH:5]=2)[CH:25]=[CH2:24]. (8) Given the reactants [F:1][C:2]1[CH:3]=[C:4]2[C:9](=[CH:10][CH:11]=1)[O:8][CH2:7][CH:6]([C:12](=O)[C:13]([O:15][CH2:16][CH3:17])=[O:14])[C:5]2=O.[CH3:20][NH:21][NH2:22], predict the reaction product. The product is: [F:1][C:2]1[CH:11]=[CH:10][C:9]2[O:8][CH2:7][C:6]3[C:5](=[N:22][N:21]([CH3:20])[C:12]=3[C:13]([O:15][CH2:16][CH3:17])=[O:14])[C:4]=2[CH:3]=1. (9) Given the reactants [C:1]([NH:4][C@H:5]1[CH2:10][CH2:9][CH2:8][C@H:7]([C:11]([O:13]C)=O)[CH2:6]1)(=[O:3])[CH3:2].[NH3:15], predict the reaction product. The product is: [C:1]([NH:4][C@H:5]1[CH2:10][CH2:9][CH2:8][C@H:7]([C:11]([NH2:15])=[O:13])[CH2:6]1)(=[O:3])[CH3:2]. (10) Given the reactants COCCOC(N=NC(OCCOC)=O)=O.O[C:18]1[CH:23]=[CH:22][CH:21]=[CH:20][C:19]=1[NH:24][C:25](=[O:30])[C:26]([O:28][CH3:29])=[O:27].C1(P(C2C=CC=CC=2)C2C=CC=CC=2)C=CC=CC=1, predict the reaction product. The product is: [O:30]1[C:18]2[CH:23]=[CH:22][CH:21]=[CH:20][C:19]=2[N:24]=[C:25]1[C:26]([O:28][CH3:29])=[O:27].